This data is from Reaction yield outcomes from USPTO patents with 853,638 reactions. The task is: Predict the reaction yield, written as a fraction of the theoretical maximum amount of product (1.0 means a 100% yield; for example, 0.34 means a 34% yield). (1) The reactants are [CH2:1]([NH2:4])[CH:2]=[CH2:3].C(O)(=O)C.C(O[BH-](OC(=O)C)OC(=O)C)(=O)C.[Na+].[NH:23]1[C:31]2[C:26](=[CH:27][CH:28]=[CH:29][C:30]=2[CH:32]=O)[CH:25]=[CH:24]1. The catalyst is ClCCCl.ClCCl. The product is [CH2:1]([NH:4][CH2:32][C:30]1[CH:29]=[CH:28][CH:27]=[C:26]2[C:31]=1[NH:23][CH:24]=[CH:25]2)[CH:2]=[CH2:3]. The yield is 0.820. (2) The reactants are [C:1]([O:5][C:6]([N:8]1[CH2:16][CH2:15][C:14]2[NH:13][C:12]3[N:17]=[CH:18][C:19](Cl)=[CH:20][C:11]=3[C:10]=2[CH2:9]1)=[O:7])([CH3:4])([CH3:3])[CH3:2].[CH3:22][O:23][C:24]1[C:25]([NH2:30])=[CH:26][CH:27]=[CH:28][CH:29]=1.CC(C1C=C(C(C)C)C(C2C=CC=CC=2P(C2CCCCC2)C2CCCCC2)=C(C(C)C)C=1)C.[OH-].[K+]. The catalyst is C(O)(CC)(C)C.CC([O-])=O.CC([O-])=O.[Pd+2]. The product is [C:1]([O:5][C:6]([N:8]1[CH2:16][CH2:15][C:14]2[NH:13][C:12]3[N:17]=[CH:18][C:19]([NH:30][C:25]4[CH:26]=[CH:27][CH:28]=[CH:29][C:24]=4[O:23][CH3:22])=[CH:20][C:11]=3[C:10]=2[CH2:9]1)=[O:7])([CH3:4])([CH3:3])[CH3:2]. The yield is 0.0700. (3) The reactants are C1(C2C=CC=CC=2)C=CC(C2CC(OC)OC2OC)=CC=1.[CH3:22][O:23][CH:24]1[C:28]([C:29]2[CH:34]=[CH:33][C:32]([C:35]3[CH:40]=[CH:39][C:38]([C:41]#[N:42])=[CH:37][CH:36]=3)=[CH:31][CH:30]=2)=[CH:27][CH:26]([O:43][CH3:44])[O:25]1. No catalyst specified. The product is [CH3:22][O:23][CH:24]1[CH:28]([C:29]2[CH:30]=[CH:31][C:32]([C:35]3[CH:40]=[CH:39][C:38]([C:41]#[N:42])=[CH:37][CH:36]=3)=[CH:33][CH:34]=2)[CH2:27][CH:26]([O:43][CH3:44])[O:25]1. The yield is 0.990. (4) The reactants are [Cl-].[Al+3].[Cl-].[Cl-].[Cl:5][CH2:6][C:7](Cl)=[O:8].[C:10]1([CH2:16][CH2:17][NH:18][C:19](=[O:21])[CH3:20])[CH:15]=[CH:14][CH:13]=[CH:12][CH:11]=1. The catalyst is ClCCCl. The product is [Cl:5][CH2:6][C:7]([C:13]1[CH:14]=[CH:15][C:10]([CH2:16][CH2:17][NH:18][C:19](=[O:21])[CH3:20])=[CH:11][CH:12]=1)=[O:8]. The yield is 0.804. (5) The reactants are [CH:1]([N:4]1[C:8]([C:9]2[N:10]=[C:11]3[C:17]4[CH:18]=[CH:19][C:20]([C:22]5[N:23]=[CH:24][N:25]([CH2:27][CH2:28][O:29]C6CCCCO6)[CH:26]=5)=[CH:21][C:16]=4[O:15][CH2:14][CH2:13][N:12]3[CH:36]=2)=[N:7][CH:6]=[N:5]1)([CH3:3])[CH3:2].Cl.O1CCOCC1. The catalyst is CCO. The product is [CH:1]([N:4]1[C:8]([C:9]2[N:10]=[C:11]3[C:17]4[CH:18]=[CH:19][C:20]([C:22]5[N:23]=[CH:24][N:25]([CH2:27][CH2:28][OH:29])[CH:26]=5)=[CH:21][C:16]=4[O:15][CH2:14][CH2:13][N:12]3[CH:36]=2)=[N:7][CH:6]=[N:5]1)([CH3:3])[CH3:2]. The yield is 0.560.